Dataset: Full USPTO retrosynthesis dataset with 1.9M reactions from patents (1976-2016). Task: Predict the reactants needed to synthesize the given product. (1) Given the product [OH:41][CH2:38][CH2:35][C:28]1[CH:31]=[CH:32][CH:33]=[CH:34][C:27]=1[N:3]1[C:2](=[O:1])[C:6]2=[CH:7][N:8]([CH2:15][C:16]3[CH:21]=[CH:20][C:19]([N:22]4[CH:26]=[CH:25][CH:24]=[N:23]4)=[CH:18][CH:17]=3)[C:9]3[CH:10]=[CH:11][CH:12]=[CH:13][C:14]=3[C:5]2=[N:4]1, predict the reactants needed to synthesize it. The reactants are: [O:1]=[C:2]1[C:6]2=[CH:7][N:8]([CH2:15][C:16]3[CH:21]=[CH:20][C:19]([N:22]4[CH:26]=[CH:25][CH:24]=[N:23]4)=[CH:18][CH:17]=3)[C:9]3[CH:10]=[CH:11][CH:12]=[CH:13][C:14]=3[C:5]2=[N:4][N:3]1[C:27]1[CH:34]=[CH:33][CH:32]=[CH:31][C:28]=1C=O.[CH3:35][Mg]Br.[C:38](=[O:41])(O)[O-].[Na+].O. (2) Given the product [NH2:2][C@H:3]([C:19]([OH:21])=[O:20])[CH2:4][C:5]1[CH:10]=[CH:9][C:8]([OH:11])=[CH:7][CH:6]=1, predict the reactants needed to synthesize it. The reactants are: Cl.[NH2:2][CH2:3][CH2:4][C:5]1[CH:10]=[CH:9][C:8]([OH:11])=[CH:7][CH:6]=1.C1C(N)=CC2[C:19]([O:21]C3(C4C=CC(O)=CC=4OC4C=C(O)C=CC3=4)C=2C=1)=[O:20].CCN=C=NCCCN(C)C.Cl.[OH-].[Na+]. (3) Given the product [C:1]([O:5][C@@H:6]([C:12]1[C:21]([CH:22]=[CH2:23])=[CH:20][C:19]2[C:14](=[CH:15][CH:16]=[CH:17][CH:18]=2)[C:13]=1[C:24]1[CH:29]=[CH:28][C:27]([Cl:30])=[CH:26][CH:25]=1)[C:7]([OH:9])=[O:8])([CH3:2])([CH3:3])[CH3:4], predict the reactants needed to synthesize it. The reactants are: [C:1]([O:5][C@@H:6]([C:12]1[C:21]([CH:22]=[CH2:23])=[CH:20][C:19]2[C:14](=[CH:15][CH:16]=[CH:17][CH:18]=2)[C:13]=1[C:24]1[CH:29]=[CH:28][C:27]([Cl:30])=[CH:26][CH:25]=1)[C:7]([O:9]CC)=[O:8])([CH3:4])([CH3:3])[CH3:2].[OH-].[Na+].CC(O)=O. (4) Given the product [F:30][C:29]1[CH:28]=[C:27]2[C:23]([CH:24]=[N:25][NH:26]2)=[CH:22][C:21]=1[NH:20][C:2]1[C:3]2[C:10]3[CH2:11][CH2:12][CH:13]([C:15]([O:17][CH2:18][CH3:19])=[O:16])[CH2:14][C:9]=3[S:8][C:4]=2[N:5]=[CH:6][N:7]=1, predict the reactants needed to synthesize it. The reactants are: Cl[C:2]1[C:3]2[C:10]3[CH2:11][CH2:12][CH:13]([C:15]([O:17][CH2:18][CH3:19])=[O:16])[CH2:14][C:9]=3[S:8][C:4]=2[N:5]=[CH:6][N:7]=1.[NH2:20][C:21]1[CH:22]=[C:23]2[C:27](=[CH:28][C:29]=1[F:30])[NH:26][N:25]=[CH:24]2.Cl.O1CCOCC1. (5) Given the product [N:1]([CH2:4][CH2:5][O:6][CH2:7][CH2:8][O:9][CH2:10][CH2:11][O:12][CH2:16][C:17]([OH:19])=[O:18])=[N+:2]=[N-:3], predict the reactants needed to synthesize it. The reactants are: [N:1]([CH2:4][CH2:5][O:6][CH2:7][CH2:8][O:9][CH2:10][CH2:11][OH:12])=[N+:2]=[N-:3].[H-].[Na+].Br[CH2:16][C:17]([OH:19])=[O:18].N1CCCCC1. (6) Given the product [C:7]([N:9]=[S:10]([CH3:18])([C:11]1[CH:16]=[CH:15][C:14]([Br:17])=[CH:13][CH:12]=1)=[O:2])#[N:8], predict the reactants needed to synthesize it. The reactants are: C(=O)([O-])[O-:2].[K+].[K+].[C:7]([N:9]=[S:10]([CH3:18])[C:11]1[CH:16]=[CH:15][C:14]([Br:17])=[CH:13][CH:12]=1)#[N:8]. (7) Given the product [CH3:1][O:2][C:3]([C:5]1[CH:6]=[CH:7][C:8]2[N:12]=[N:11][N:10]([CH2:13][CH2:14][CH2:15][CH2:16][N:30]3[CH2:29][CH2:28][N:27]([C:23]4[CH:24]=[CH:25][CH:26]=[C:21]([C:20]([F:33])([F:34])[F:19])[CH:22]=4)[CH2:32][CH2:31]3)[C:9]=2[CH:18]=1)=[O:4], predict the reactants needed to synthesize it. The reactants are: [CH3:1][O:2][C:3]([C:5]1[CH:6]=[CH:7][C:8]2[N:12]=[N:11][N:10]([CH2:13][CH2:14][CH2:15][CH2:16]Cl)[C:9]=2[CH:18]=1)=[O:4].[F:19][C:20]([F:34])([F:33])[C:21]1[CH:22]=[C:23]([N:27]2[CH2:32][CH2:31][NH:30][CH2:29][CH2:28]2)[CH:24]=[CH:25][CH:26]=1.C(N(C(C)C)CC)(C)C.[I-].[K+]. (8) Given the product [Cl:1][C:2]1[CH:3]=[C:4]([CH:8]=[CH:9][C:10]=1[O:11][CH:12]([CH3:14])[CH3:13])[C:5]([O:7][CH3:19])=[O:6], predict the reactants needed to synthesize it. The reactants are: [Cl:1][C:2]1[CH:3]=[C:4]([CH:8]=[CH:9][C:10]=1[O:11][CH:12]([CH3:14])[CH3:13])[C:5]([OH:7])=[O:6].O=S(Cl)Cl.[CH3:19]O. (9) Given the product [CH2:1]([C:5]1[S:9][C:8]([NH:10][S:21]([C:14]2[C:15]([CH3:20])=[CH:16][C:17]([Cl:19])=[CH:18][C:13]=2[Cl:12])(=[O:23])=[O:22])=[N:7][C:6]=1[CH3:11])[CH2:2][CH2:3][CH3:4], predict the reactants needed to synthesize it. The reactants are: [CH2:1]([C:5]1[S:9][C:8]([NH2:10])=[N:7][C:6]=1[CH3:11])[CH2:2][CH2:3][CH3:4].[Cl:12][C:13]1[CH:18]=[C:17]([Cl:19])[CH:16]=[C:15]([CH3:20])[C:14]=1[S:21](Cl)(=[O:23])=[O:22].